The task is: Predict the product of the given reaction.. This data is from Forward reaction prediction with 1.9M reactions from USPTO patents (1976-2016). (1) Given the reactants [Br:1][C:2]1[C:7]2[O:8][CH2:9][C:10](=[O:12])[NH:11][C:6]=2[CH:5]=[C:4]([C:13]([OH:15])=O)[CH:3]=1.C(Cl)(=O)C([Cl:19])=O, predict the reaction product. The product is: [Br:1][C:2]1[C:7]2[O:8][CH2:9][C:10](=[O:12])[NH:11][C:6]=2[CH:5]=[C:4]([C:13]([Cl:19])=[O:15])[CH:3]=1. (2) Given the reactants [CH:1]([C:3]1[CH:8]=[CH:7][N:6]=[C:5]([CH2:9][O:10][C:11]([C@@H:13]2[CH2:18][CH2:17][CH2:16][N:15]([C:19](=[O:46])[C@@H:20]([NH:36][C:37](=[O:45])[C@@H:38]([NH:42][CH:43]=[O:44])[CH:39]([CH3:41])[CH3:40])[CH2:21][C:22]3[CH:27]=[CH:26][CH:25]=[C:24]([O:28][Si:29]([C:32]([CH3:35])([CH3:34])[CH3:33])([CH3:31])[CH3:30])[CH:23]=3)[NH:14]2)=[O:12])[CH:4]=1)=[CH2:2].[CH3:47][O:48][C@H:49]([CH2:55][CH2:56][CH:57]=[CH2:58])[C@@H:50](C)[C:51](O)=O.CCN=C=NCCCN(C)C.Cl.O.ON1C2C=CC=CC=2N=N1, predict the reaction product. The product is: [CH:1]([C:3]1[CH:8]=[CH:7][N:6]=[C:5]([CH2:9][O:10][C:11]([C@@H:13]2[CH2:18][CH2:17][CH2:16][N:15]([C:19](=[O:46])[C@@H:20]([NH:36][C:37](=[O:45])[C@@H:38]([NH:42][C:43](=[O:44])[C@H:50]([CH3:51])[C@H:49]([O:48][CH3:47])[CH2:55][CH2:56][CH:57]=[CH2:58])[CH:39]([CH3:41])[CH3:40])[CH2:21][C:22]3[CH:27]=[CH:26][CH:25]=[C:24]([O:28][Si:29]([C:32]([CH3:33])([CH3:34])[CH3:35])([CH3:31])[CH3:30])[CH:23]=3)[NH:14]2)=[O:12])[CH:4]=1)=[CH2:2].